Dataset: Reaction yield outcomes from USPTO patents with 853,638 reactions. Task: Predict the reaction yield, written as a fraction of the theoretical maximum amount of product (1.0 means a 100% yield; for example, 0.34 means a 34% yield). (1) The reactants are [CH3:1][C:2]1[CH:10]=[C:6]([C:7]([OH:9])=O)[C:5]([OH:11])=[CH:4][CH:3]=1.[CH3:12][C:13]1[CH:19]=[CH:18][C:17]([C:20]([F:23])([F:22])[F:21])=[CH:16][C:14]=1[NH2:15]. No catalyst specified. The product is [OH:11][C:5]1[CH:4]=[CH:3][C:2]([CH3:1])=[CH:10][C:6]=1[C:7]([NH:15][C:14]1[CH:16]=[C:17]([C:20]([F:21])([F:22])[F:23])[CH:18]=[CH:19][C:13]=1[CH3:12])=[O:9]. The yield is 0.142. (2) The reactants are [Cl:1][C:2]1[C:3]2[C:10]([CH2:11][CH2:12][OH:13])=[CH:9][N:8]([C@@H:14]3[O:29][C@H:28]([CH2:30][O:31][CH2:32][C:33]4[CH:38]=[CH:37][C:36]([Cl:39])=[CH:35][C:34]=4[Cl:40])[C@@H:17]([O:18][CH2:19][C:20]4[CH:25]=[CH:24][C:23]([Cl:26])=[CH:22][C:21]=4[Cl:27])[C@@:15]3([CH3:41])[OH:16])[C:4]=2[N:5]=[CH:6][N:7]=1.C1(P(C2C=CC=CC=2)C2C=CC=CC=2)C=CC=CC=1.O[N:62]1[C:66](=[O:67])[C:65]2=[CH:68][CH:69]=[CH:70][CH:71]=[C:64]2[C:63]1=[O:72].CCOC(/N=N/C(OCC)=O)=O. The catalyst is C1COCC1.O.C(Cl)Cl. The product is [Cl:1][C:2]1[C:3]2[C:10]([CH2:11][CH2:12][O:13][N:62]3[C:63](=[O:72])[C:64]4=[CH:71][CH:70]=[CH:69][CH:68]=[C:65]4[C:66]3=[O:67])=[CH:9][N:8]([C@@H:14]3[O:29][C@H:28]([CH2:30][O:31][CH2:32][C:33]4[CH:38]=[CH:37][C:36]([Cl:39])=[CH:35][C:34]=4[Cl:40])[C@@H:17]([O:18][CH2:19][C:20]4[CH:25]=[CH:24][C:23]([Cl:26])=[CH:22][C:21]=4[Cl:27])[C@@:15]3([CH3:41])[OH:16])[C:4]=2[N:5]=[CH:6][N:7]=1. The yield is 0.850. (3) The reactants are [Cl:1][C:2]1[N:3]=[C:4](Cl)[C:5]2[C:10]([Cl:11])=[CH:9][N:8]([CH2:12][O:13][CH2:14][CH2:15][Si:16]([CH3:19])([CH3:18])[CH3:17])[C:6]=2[N:7]=1.[NH2:21][C:22]1[CH:31]=[CH:30][CH:29]=[CH:28][C:23]=1[C:24]([NH:26][CH3:27])=[O:25]. The catalyst is CN(C=O)C. The yield is 0.710. The product is [Cl:1][C:2]1[N:3]=[C:4]([NH:21][C:22]2[CH:31]=[CH:30][CH:29]=[CH:28][C:23]=2[C:24]([NH:26][CH3:27])=[O:25])[C:5]2[C:10]([Cl:11])=[CH:9][N:8]([CH2:12][O:13][CH2:14][CH2:15][Si:16]([CH3:19])([CH3:18])[CH3:17])[C:6]=2[N:7]=1. (4) The reactants are Cl[C:2]1[CH:7]=[CH:6][N:5]=[C:4]([N:8]2[CH2:19][CH2:18][N:17]3[C:10](=[CH:11][C:12]4[CH2:13][C:14]([CH3:21])([CH3:20])[CH2:15][C:16]=43)[C:9]2=[O:22])[C:3]=1[CH:23]=[O:24].[CH3:25][N:26]1[CH:31]=[C:30](B2OC(C)(C)C(C)(C)O2)[CH:29]=[C:28]([NH:41][C:42]2[CH:51]=[C:45]3[CH2:46][N:47]([CH3:50])[CH2:48][CH2:49][N:44]3[N:43]=2)[C:27]1=[O:52]. The catalyst is C1C=CC(P(C2C=CC=CC=2)[C-]2C=CC=C2)=CC=1.C1C=CC(P(C2C=CC=CC=2)[C-]2C=CC=C2)=CC=1.Cl[Pd]Cl.[Fe+2].CN(C=O)C. The product is [CH3:20][C:14]1([CH3:21])[CH2:13][C:12]2[CH:11]=[C:10]3[N:17]([CH2:18][CH2:19][N:8]([C:4]4[C:3]([CH:23]=[O:24])=[C:2]([C:30]5[CH:29]=[C:28]([NH:41][C:42]6[CH:51]=[C:45]7[CH2:46][N:47]([CH3:50])[CH2:48][CH2:49][N:44]7[N:43]=6)[C:27](=[O:52])[N:26]([CH3:25])[CH:31]=5)[CH:7]=[CH:6][N:5]=4)[C:9]3=[O:22])[C:16]=2[CH2:15]1. The yield is 0.746. (5) The reactants are Cl[C:2]1[N:7]=[C:6]([C:8]2[N:12]3[CH:13]=[CH:14][CH:15]=[CH:16][C:11]3=[N:10][C:9]=2[C:17]2[CH:18]=[C:19]([CH:31]=[CH:32][CH:33]=2)[C:20]([NH:22][C:23]2[C:28]([F:29])=[CH:27][CH:26]=[CH:25][C:24]=2[F:30])=[O:21])[CH:5]=[CH:4][N:3]=1.[F:34][CH2:35][CH2:36][N:37]1[CH2:42][CH2:41][N:40]([CH:43]2[CH2:48][CH2:47][N:46]([C:49]3[C:55]([O:56][CH3:57])=[CH:54][C:52]([NH2:53])=[C:51]([O:58][CH3:59])[CH:50]=3)[CH2:45][CH2:44]2)[CH2:39][CH2:38]1.N. The catalyst is CC(O)C.Cl.CO. The product is [F:30][C:24]1[CH:25]=[CH:26][CH:27]=[C:28]([F:29])[C:23]=1[NH:22][C:20](=[O:21])[C:19]1[CH:31]=[CH:32][CH:33]=[C:17]([C:9]2[N:10]=[C:11]3[CH:16]=[CH:15][CH:14]=[CH:13][N:12]3[C:8]=2[C:6]2[CH:5]=[CH:4][N:3]=[C:2]([NH:53][C:52]3[CH:54]=[C:55]([O:56][CH3:57])[C:49]([N:46]4[CH2:45][CH2:44][CH:43]([N:40]5[CH2:39][CH2:38][N:37]([CH2:36][CH2:35][F:34])[CH2:42][CH2:41]5)[CH2:48][CH2:47]4)=[CH:50][C:51]=3[O:58][CH3:59])[N:7]=2)[CH:18]=1. The yield is 0.320. (6) The product is [CH2:14]([CH:10]([CH2:9][CH2:8][CH2:3][CH2:2][CH2:6][CH3:5])[CH2:11][CH3:13])[CH3:15]. The yield is 0.850. The reactants are O[CH:2]1[CH:6](O)[CH2:5]O[CH:3]1[C:8]1O[C:11]([CH3:13])=[C:10]([C:14](=O)[CH3:15])[CH:9]=1.C(S([O-])(=O)=O)(F)(F)F.C(S([O-])(=O)=O)(F)(F)F.C(S([O-])(=O)=O)(F)(F)F.[La+3]. The catalyst is C(O)(=O)C.[Pd]. (7) The reactants are [Cl:1][C:2]1[C:3]2[CH:26]=[C:25]([CH3:27])[CH:24]=[CH:23][C:4]=2[S:5][C:6]=1[C:7]1[CH:12]=[CH:11][C:10]([C:13]2[CH:18]=[CH:17][CH:16]=[CH:15][CH:14]=2)=[C:9]([C:19]([F:22])([F:21])[F:20])[CH:8]=1.C1C(=O)N([Br:35])C(=O)C1.CC(N=NC(C#N)(C)C)(C#N)C. The catalyst is C(Cl)(Cl)(Cl)Cl. The product is [Br:35][CH2:27][C:25]1[CH:24]=[CH:23][C:4]2[S:5][C:6]([C:7]3[CH:12]=[CH:11][C:10]([C:13]4[CH:14]=[CH:15][CH:16]=[CH:17][CH:18]=4)=[C:9]([C:19]([F:22])([F:21])[F:20])[CH:8]=3)=[C:2]([Cl:1])[C:3]=2[CH:26]=1. The yield is 0.380.